The task is: Binary Classification. Given a T-cell receptor sequence (or CDR3 region) and an epitope sequence, predict whether binding occurs between them.. This data is from TCR-epitope binding with 47,182 pairs between 192 epitopes and 23,139 TCRs. (1) The TCR CDR3 sequence is CASSSGLGQPQHF. Result: 1 (the TCR binds to the epitope). The epitope is LLLGIGILV. (2) The epitope is IVTDFSVIK. The TCR CDR3 sequence is CASKGLAGAYTDTQYF. Result: 0 (the TCR does not bind to the epitope). (3) The epitope is LLALHRSYL. The TCR CDR3 sequence is CSVRAPPMTSPTDEQYF. Result: 0 (the TCR does not bind to the epitope). (4) The TCR CDR3 sequence is CASSQAPGSYEQYF. Result: 0 (the TCR does not bind to the epitope). The epitope is QECVRGTTVL. (5) The epitope is LLWNGPMAV. The TCR CDR3 sequence is CASRSWTGEADTQYF. Result: 0 (the TCR does not bind to the epitope).